From a dataset of Full USPTO retrosynthesis dataset with 1.9M reactions from patents (1976-2016). Predict the reactants needed to synthesize the given product. (1) Given the product [F:1][C:2]1[CH:3]=[CH:4][C:5]([C:8]2[N:13]=[CH:12][N:11]=[C:10]([NH:14][C:15]3[CH:16]=[CH:17][C:18]([CH2:21][C@H:22]([NH:41][C:42](=[O:44])[CH3:43])[C@H:23]([OH:27])[CH2:24][NH:25][C:29]4([C:32]5[CH:37]=[CH:36][CH:35]=[C:34]([CH:38]([CH3:40])[CH3:39])[CH:33]=5)[CH2:30][CH2:31]4)=[CH:19][CH:20]=3)[CH:9]=2)=[CH:6][CH:7]=1, predict the reactants needed to synthesize it. The reactants are: [F:1][C:2]1[CH:7]=[CH:6][C:5]([C:8]2[N:13]=[CH:12][N:11]=[C:10]([NH:14][C:15]3[CH:20]=[CH:19][C:18]([CH2:21][C@H:22]([NH:41][C:42](=[O:44])[CH3:43])[C@@H:23]4[O:27]C(=O)[N:25]([C:29]5([C:32]6[CH:37]=[CH:36][CH:35]=[C:34]([CH:38]([CH3:40])[CH3:39])[CH:33]=6)[CH2:31][CH2:30]5)[CH2:24]4)=[CH:17][CH:16]=3)[CH:9]=2)=[CH:4][CH:3]=1.O([Si](C)(C)C)[K]. (2) Given the product [O:22]=[C:21]1[NH:1][C@H:2]2[C@@H:3]([CH2:4][N:5]([C:8]([O:10][C:11]([CH3:12])([CH3:14])[CH3:13])=[O:9])[CH2:6][CH2:7]2)[O:15]1, predict the reactants needed to synthesize it. The reactants are: [NH2:1][C@@H:2]1[CH2:7][CH2:6][N:5]([C:8]([O:10][C:11]([CH3:14])([CH3:13])[CH3:12])=[O:9])[CH2:4][C@H:3]1[OH:15].N1C=CN=C1.[C:21](N1C=CN=C1)(N1C=CN=C1)=[O:22]. (3) Given the product [CH3:23][C:18]1[C:17]([C:10]2[CH:9]=[C:8]3[C:13]([C:14]4[C:2]([NH:40][C:33]5[C:34]6[C:39](=[CH:38][CH:37]=[CH:36][CH:35]=6)[N:31]([CH3:30])[N:32]=5)=[N:3][C:4]([CH:24]5[CH2:29][CH2:28][O:27][CH2:26][CH2:25]5)=[N:5][C:6]=4[NH:7]3)=[CH:12][C:11]=2[O:15][CH3:16])=[C:21]([CH3:22])[O:20][N:19]=1, predict the reactants needed to synthesize it. The reactants are: Cl[C:2]1[C:14]2[C:13]3[C:8](=[CH:9][C:10]([C:17]4[C:18]([CH3:23])=[N:19][O:20][C:21]=4[CH3:22])=[C:11]([O:15][CH3:16])[CH:12]=3)[NH:7][C:6]=2[N:5]=[C:4]([CH:24]2[CH2:29][CH2:28][O:27][CH2:26][CH2:25]2)[N:3]=1.[CH3:30][N:31]1[C:39]2[C:34](=[CH:35][CH:36]=[CH:37][CH:38]=2)[C:33]([NH2:40])=[N:32]1.C(C(O)=O)(F)(F)F. (4) Given the product [CH3:1][O:2][C:3](=[O:21])[CH2:4][C:5]1[CH:10]=[CH:9][CH:8]=[C:7]([O:11][C:12]2[CH:17]=[CH:16][C:15]([Br:18])=[CH:14][C:13]=2[CH2:19][N:29]2[C@H:28]([CH3:33])[C@@H:27]([O:26][C:25]3[CH:24]=[C:23]([F:22])[CH:36]=[C:35]([F:37])[CH:34]=3)[O:31][C:30]2=[O:32])[CH:6]=1, predict the reactants needed to synthesize it. The reactants are: [CH3:1][O:2][C:3](=[O:21])[CH2:4][C:5]1[CH:10]=[CH:9][CH:8]=[C:7]([O:11][C:12]2[CH:17]=[CH:16][C:15]([Br:18])=[CH:14][C:13]=2[CH2:19]Br)[CH:6]=1.[F:22][C:23]1[CH:24]=[C:25]([CH:34]=[C:35]([F:37])[CH:36]=1)[O:26][C@H:27]1[O:31][C:30](=[O:32])[NH:29][C@@H:28]1[CH3:33]. (5) Given the product [CH:16]1([C:21]2([CH2:29][CH2:30][C:31]3[CH:36]=[CH:35][C:34]([O:37][CH3:38])=[CH:33][CH:32]=3)[O:26][C:25](=[O:27])[C:24]([CH2:2][C:3]3[N:8]=[C:7]([C:9]4[CH:14]=[CH:13][CH:12]=[CH:11][N:10]=4)[NH:6][C:5](=[O:15])[CH:4]=3)=[C:23]([OH:28])[CH2:22]2)[CH2:20][CH2:19][CH2:18][CH2:17]1, predict the reactants needed to synthesize it. The reactants are: Cl[CH2:2][C:3]1[N:8]=[C:7]([C:9]2[CH:14]=[CH:13][CH:12]=[CH:11][N:10]=2)[NH:6][C:5](=[O:15])[CH:4]=1.[CH:16]1([C:21]2([CH2:29][CH2:30][C:31]3[CH:36]=[CH:35][C:34]([O:37][CH3:38])=[CH:33][CH:32]=3)[O:26][C:25](=[O:27])[CH2:24][C:23](=[O:28])[CH2:22]2)[CH2:20][CH2:19][CH2:18][CH2:17]1. (6) Given the product [F:37][C:38]1[CH:39]=[C:40]([CH:67]=[C:68]([F:70])[CH:69]=1)[CH2:41][C@H:42]1[C@@H:46]([C@H:47]2[CH2:52][C@H:50]([OH:51])[CH2:49][N:48]2[CH:53]([C:54]2[CH:59]=[CH:58][CH:57]=[CH:56][CH:55]=2)[C:60]2[CH:65]=[CH:64][CH:63]=[CH:62][CH:61]=2)[O:45][C:44](=[O:66])[NH:43]1, predict the reactants needed to synthesize it. The reactants are: FC1C=C(C=C(F)C=1)C[C@H]1[C@@H]([C@H]2C[C@@H](OCC=C)CN2)OC(=O)N1.FC1C=C(CCCO)C=C(F)C=1.[F:37][C:38]1[CH:39]=[C:40]([CH:67]=[C:68]([F:70])[CH:69]=1)[CH2:41][C@H:42]1[C@@H:46]([C@H:47]2[CH2:52][O:51][CH2:50][CH2:49][N:48]2[CH:53]([C:60]2[CH:65]=[CH:64][CH:63]=[CH:62][CH:61]=2)[C:54]2[CH:59]=[CH:58][CH:57]=[CH:56][CH:55]=2)[O:45][C:44](=[O:66])[NH:43]1.[Li+].[OH-]. (7) Given the product [F:1][C:2]1[CH:3]=[C:4]([C:26]2([NH:29][CH2:32][CH2:31][C:30]([O:34][CH3:35])=[O:33])[CH2:28][CH2:27]2)[CH:5]=[CH:6][C:7]=1[C:8]1[S:9][C:10]2[C:15]([N:16]=1)=[CH:14][CH:13]=[C:12]([C:17]1([C:20]3[CH:25]=[CH:24][CH:23]=[CH:22][CH:21]=3)[CH2:18][CH2:19]1)[N:11]=2, predict the reactants needed to synthesize it. The reactants are: [F:1][C:2]1[CH:3]=[C:4]([C:26]2([NH2:29])[CH2:28][CH2:27]2)[CH:5]=[CH:6][C:7]=1[C:8]1[S:9][C:10]2[C:15]([N:16]=1)=[CH:14][CH:13]=[C:12]([C:17]1([C:20]3[CH:25]=[CH:24][CH:23]=[CH:22][CH:21]=3)[CH2:19][CH2:18]1)[N:11]=2.[C:30]([O:34][CH3:35])(=[O:33])[CH:31]=[CH2:32]. (8) Given the product [N:1]12[CH2:6][CH2:5][CH:4]([CH2:7][CH2:8]1)[CH:3]([O:9][C:10]1[N:15]=[CH:14][C:13]([C:16]3[CH:21]=[CH:20][C:19]([NH2:22])=[CH:18][CH:17]=3)=[CH:12][N:11]=1)[CH2:2]2, predict the reactants needed to synthesize it. The reactants are: [N:1]12[CH2:8][CH2:7][CH:4]([CH2:5][CH2:6]1)[CH:3]([O:9][C:10]1[N:15]=[CH:14][C:13]([C:16]3[CH:21]=[CH:20][C:19]([NH:22]C(=O)OC(C)(C)C)=[CH:18][CH:17]=3)=[CH:12][N:11]=1)[CH2:2]2.FC(F)(F)C(O)=O. (9) Given the product [CH3:46][O:47][C:48](=[O:58])[C:4]1[CH:3]=[CH:2][CH:7]=[CH:6][C:5]=1[C:8]1[NH:9][C:10]2[CH:26]=[C:25]([F:27])[C:24]([F:28])=[CH:23][C:11]=2[N:12]=1, predict the reactants needed to synthesize it. The reactants are: Cl[C:2]1[CH:7]=[CH:6][C:5]([C:8]2[N:12](CC3C=C(C=CC=3)C(O)=O)[C:11]3[CH:23]=[C:24]([F:28])[C:25]([F:27])=[CH:26][C:10]=3[N:9]=2)=[C:4](OCC2CCCC2)[CH:3]=1.FC1C=C(N)C(N)=CC=1F.[CH3:46][O:47][C:48](=[O:58])C1C(=CC=CC=1)C(O)=O. (10) Given the product [F:1][C:2]1[CH:7]=[CH:6][C:5]([C:8]([CH3:19])([CH3:18])[CH2:9][C:10]([C:13]([F:15])([F:14])[F:16])([OH:17])[CH:11]=[N:22][C:23]2[CH:32]=[C:31]([F:33])[CH:30]=[C:29]3[C:24]=2[CH:25]=[N:26][C:27]([CH3:34])=[N:28]3)=[C:4]([O:20][CH3:21])[CH:3]=1, predict the reactants needed to synthesize it. The reactants are: [F:1][C:2]1[CH:7]=[CH:6][C:5]([C:8]([CH3:19])([CH3:18])[CH2:9][C:10]([OH:17])([C:13]([F:16])([F:15])[F:14])[CH:11]=O)=[C:4]([O:20][CH3:21])[CH:3]=1.[NH2:22][C:23]1[CH:32]=[C:31]([F:33])[CH:30]=[C:29]2[C:24]=1[CH:25]=[N:26][C:27]([CH3:34])=[N:28]2.O.